The task is: Regression. Given two drug SMILES strings and cell line genomic features, predict the synergy score measuring deviation from expected non-interaction effect.. This data is from NCI-60 drug combinations with 297,098 pairs across 59 cell lines. (1) Drug 1: COC1=NC(=NC2=C1N=CN2C3C(C(C(O3)CO)O)O)N. Drug 2: CCC1(CC2CC(C3=C(CCN(C2)C1)C4=CC=CC=C4N3)(C5=C(C=C6C(=C5)C78CCN9C7C(C=CC9)(C(C(C8N6C)(C(=O)OC)O)OC(=O)C)CC)OC)C(=O)OC)O.OS(=O)(=O)O. Cell line: SK-MEL-5. Synergy scores: CSS=48.7, Synergy_ZIP=0.889, Synergy_Bliss=1.64, Synergy_Loewe=1.78, Synergy_HSA=1.24. (2) Drug 1: C1CCN(CC1)CCOC2=CC=C(C=C2)C(=O)C3=C(SC4=C3C=CC(=C4)O)C5=CC=C(C=C5)O. Drug 2: CNC(=O)C1=NC=CC(=C1)OC2=CC=C(C=C2)NC(=O)NC3=CC(=C(C=C3)Cl)C(F)(F)F. Cell line: HOP-92. Synergy scores: CSS=9.17, Synergy_ZIP=-3.57, Synergy_Bliss=-5.07, Synergy_Loewe=-7.41, Synergy_HSA=-7.32. (3) Drug 1: CCCCCOC(=O)NC1=NC(=O)N(C=C1F)C2C(C(C(O2)C)O)O. Drug 2: COC1=C2C(=CC3=C1OC=C3)C=CC(=O)O2. Cell line: SN12C. Synergy scores: CSS=-2.10, Synergy_ZIP=4.77, Synergy_Bliss=3.80, Synergy_Loewe=-1.12, Synergy_HSA=-1.43.